Dataset: Choline transporter screen with 302,306 compounds. Task: Binary Classification. Given a drug SMILES string, predict its activity (active/inactive) in a high-throughput screening assay against a specified biological target. The molecule is O(CCCNC(=O)C(NC(=O)CNC(=O)c1ccccc1)c1ccccc1)CC. The result is 0 (inactive).